Dataset: Antibody developability classification from SAbDab with 2,409 antibodies. Task: Regression/Classification. Given an antibody's heavy chain and light chain sequences, predict its developability. TAP uses regression for 5 developability metrics; SAbDab uses binary classification. (1) The antibody is ['EEQVLESGGGLVKPGGSLRLSCAASGFTFSPYSVFWVRQAPGKGLEWVSSINSDSTYKYYADSVKGRFTISRDNAENSIFLQMNSLRAEDTAVYYCARDRSYYAFSSGSLSDYYYGLDVWGQGTLVTVSS', 'DIVMTQSPLSLSVTPGEPASISCRSSQSLLHTNGYNYLDWYVQKPGQSPQLLIYLASNRASGVPDRFSGSGSGTDFTLKISRVETEDVGVYYCMQALQIPRTFGQGTKVEIK']. Result: 0 (not developable). (2) The antibody is ['PQELVESGGGLVQPGGSLKLSCKASGIDFNNCGVTWVRQAPGQGLEWIAYIYTGLGVGHYASSVEGRFTVSSDNAQNAVFLQMTSLTASDTATYFCARDGVMSGVEGYYFNLWGPGTLVTVSS', 'AQVLTQTPSAVSAAVGGTVTINCQASQSVYSDNWLGWYQQKPGQPPKLLIYAASNLASGVPSRFQGSGSGTQFTLTISDLQCDDAATYYCAGGFSPNWAFGGGTGVVVD']. Result: 0 (not developable). (3) The antibody is ['EVKLEESGGGLVQPGGSMKLSCAASGFTFSDAWMDWVRQSPEKGLEWVAEIRNKVNNHATNYAESVKGRFTISRDDSRSVVYLQMNNLKPEDTGIYYCTGLTFDYWGQGTTLTVSS', 'DIVLTQSPASLAVSLGQRATISCRASESVDNYGISSMNWFQQKAGQPPKFLIYAASKQGSGVPARFSGSGSGTDFSLIIHPVEEDDTAVYFCQQSKGVPYTFGGGTKLEIK']. Result: 0 (not developable). (4) The antibody is ['QVQLQQSGPELVKPGASVKISCKASGYSFNFYWMHWVKQRPGQGLEWIGMIDPSESESRLNQKFKDKATLTVDRSSSTAHMQLSSPTSEDSAVYYCTRSNYRYDYFDVWGAGTTVTVSS', 'QIVLTQSPAIMSAFPGESVTMTCSASSSVSYMYWYQQKPGSSPRLLIYDTSNLASGVPVRFSGSGSGTSYSLTINRLEAEDGATYYCQQWTSYPLTFGAGTKLELK']. Result: 0 (not developable). (5) The antibody is ['QVQLQESGPGLVKPSETLSVTCAVSGVSFSSFWWGWIRQPPGKGLEWVGTIYGSSGRAEYNPSLKSRTTVSRDTSKSQFSLELTSVTAADTAIYYCSRGLFQPNGFSFTLTSYWFDVWGPGVLVTVSS', 'DIQVTQSPSSLSASVGDTVTITCRASQSISTWLAWYQLKPGKAPKVLIYKASSLESGVPSRFSGSGSGTDFTLTITTLQSEDFATYYCQQYSSKPPTFGQGTKVEFK']. Result: 0 (not developable). (6) The antibody is ['MQLVQSGAEVKKPGASVKVSCKASGYTFTNYGLHWVRQAPGQGLEWMGWVSTNNGHTNYAQKVQGRVTMTTDTSTSTAYMELRSLRSDDTAIYYCARGVDLDYWGQGTLLTVSS', 'QSALTQPPSVSGSPGQSVTISCTGTSSDVGSYNRVSWFQQPPGTAPKLIIYEVSNRPSGVPDRFSGSKSGNTASLTISGLQAEDEADYYCSLYISSSTWVFGGGTKLTVL']. Result: 1 (developable). (7) The antibody is ['QVQLVESGGGLVQPGGSLRLSCAASGFTFSSYWMNWVRQAPGKGLEWVSGIENKYAGGATYYAASVKGRFTISRDNSKNTLYLQMNSLRAEDTAVYYCARGFGTDFWGQGTLVTVSS', 'DIELTQPPSVSVAPGQTARISCSGDSIGKKYAYWYQQKPGQAPVLVIYKKRPSGIPERFSGSNSGNTATLTISGTQAEDEADYYCSSWDSTGLVFGGGTKLTVL']. Result: 0 (not developable). (8) The antibody is ['QVQLQQSGPVLVKPGTSLKMSCKASGYTFTAYYMNWMKQSHGKRLEWIAVINPYNGFTTYNQKFKGKATLTVDKSSNTAYMDLNSLTSEDSAVYYCVPYDYAADRVYWGHGTLVTVST', 'DVVMTQTPLTLSVTIGQPASISCRSSQSLLYINGKTHLNWLLQRPGQSPKRLIYLVSKLDSGVPDRFSGSGSGTDFTLKISRVEAEDLGIYFCLQSTHFPLTFGAGTKLELK']. Result: 0 (not developable).